From a dataset of CYP2C19 inhibition data for predicting drug metabolism from PubChem BioAssay. Regression/Classification. Given a drug SMILES string, predict its absorption, distribution, metabolism, or excretion properties. Task type varies by dataset: regression for continuous measurements (e.g., permeability, clearance, half-life) or binary classification for categorical outcomes (e.g., BBB penetration, CYP inhibition). Dataset: cyp2c19_veith. (1) The compound is O=C(Nc1ccc(-c2nc3ccccc3o2)cc1)c1cccnc1. The result is 1 (inhibitor). (2) The compound is N#Cc1cccc(NC(=O)N2CCC3(CC2)CCN(C(=O)c2cnccn2)CC3)c1. The result is 0 (non-inhibitor). (3) The compound is COCC(=O)N1CCC2(CCCN(c3ccc(-c4ccccc4)cc3)C2)CC1. The result is 0 (non-inhibitor). (4) The molecule is O=C(O)C1=CC(=C(c2ccc(O)c(C(=O)O)c2)c2ccc(O)c(C(=O)O)c2)C=CC1=O. The result is 1 (inhibitor).